This data is from Forward reaction prediction with 1.9M reactions from USPTO patents (1976-2016). The task is: Predict the product of the given reaction. Given the reactants [F:1][C:2]([F:22])([F:21])[C:3]1[N:8]=[CH:7][C:6]([CH2:9][NH:10][C:11]2[C:12]3[CH2:20][NH:19][CH2:18][CH2:17][C:13]=3[N:14]=[CH:15][N:16]=2)=[CH:5][CH:4]=1.[Cl:23][C:24]1[CH:25]=[CH:26][C:27](F)=[C:28]([CH:31]=1)[C:29]#[N:30].C(#N)C.C(N(CC)C(C)C)(C)C, predict the reaction product. The product is: [Cl:23][C:24]1[CH:25]=[CH:26][C:27]([N:19]2[CH2:18][CH2:17][C:13]3[N:14]=[CH:15][N:16]=[C:11]([NH:10][CH2:9][C:6]4[CH:7]=[N:8][C:3]([C:2]([F:21])([F:1])[F:22])=[CH:4][CH:5]=4)[C:12]=3[CH2:20]2)=[C:28]([CH:31]=1)[C:29]#[N:30].